From a dataset of Reaction yield outcomes from USPTO patents with 853,638 reactions. Predict the reaction yield, written as a fraction of the theoretical maximum amount of product (1.0 means a 100% yield; for example, 0.34 means a 34% yield). (1) The reactants are [N+:1]([C:4]1[CH:8]=[C:7]([CH2:9][OH:10])[NH:6][N:5]=1)([O-:3])=[O:2].C([O-])([O-])=O.[Cs+].[Cs+].Br[CH2:18][C:19]([O:21][CH2:22][CH3:23])=[O:20]. The catalyst is C(#N)C. The product is [OH:10][CH2:9][C:7]1[N:6]([CH2:18][C:19]([O:21][CH2:22][CH3:23])=[O:20])[N:5]=[C:4]([N+:1]([O-:3])=[O:2])[CH:8]=1. The yield is 0.720. (2) The reactants are Cl[C:2]1[N:7]=[C:6]([NH:8][C:9]2[NH:13][N:12]=[C:11]([CH3:14])[C:10]=2[CH3:15])[CH:5]=[CH:4][N:3]=1.[CH3:16][C:17]1[CH:18]=[C:19]([NH2:29])[CH:20]=[C:21]([S:23]([CH:26]([CH3:28])[CH3:27])(=[O:25])=[O:24])[CH:22]=1.Cl. The catalyst is C(O)(C)C. The product is [CH3:14][C:11]1[C:10]([CH3:15])=[C:9]([NH:8][C:6]2[CH:5]=[CH:4][N:3]=[C:2]([NH:29][C:19]3[CH:20]=[C:21]([S:23]([CH:26]([CH3:27])[CH3:28])(=[O:25])=[O:24])[CH:22]=[C:17]([CH3:16])[CH:18]=3)[N:7]=2)[NH:13][N:12]=1. The yield is 0.122. (3) The reactants are [CH3:1][C:2]1[O:6][C:5]([C:7]2[CH:12]=[CH:11][CH:10]=[CH:9][CH:8]=2)=[N:4][C:3]=1[CH2:13][CH2:14][CH2:15][C:16]#[C:17][CH2:18]O.[Br:20]CCCC1N=C(C2C=CC=CC=2)OC=1C. No catalyst specified. The product is [Br:20][CH2:18][C:17]#[C:16][CH2:15][CH2:14][CH2:13][C:3]1[N:4]=[C:5]([C:7]2[CH:12]=[CH:11][CH:10]=[CH:9][CH:8]=2)[O:6][C:2]=1[CH3:1]. The yield is 0.800. (4) The reactants are [OH:1][C:2]1[CH:10]=[CH:9][C:5]([C:6]([NH2:8])=[O:7])=[CH:4][C:3]=1[O:11][CH3:12].Br[CH2:14][C:15](=O)[CH2:16][CH3:17]. The catalyst is C1(C)C=CC=CC=1.O1CCOCC1. The product is [CH2:16]([C:15]1[N:8]=[C:6]([C:5]2[CH:9]=[CH:10][C:2]([OH:1])=[C:3]([O:11][CH3:12])[CH:4]=2)[O:7][CH:14]=1)[CH3:17]. The yield is 0.730. (5) The reactants are [Si]([O:8][CH2:9][C@@H:10]([NH:20][S@](C(C)(C)C)=O)[C:11]1[C:12]([O:18][CH3:19])=[N:13][CH:14]=[C:15]([F:17])[CH:16]=1)(C(C)(C)C)(C)C.[ClH:27].O1CCOCC1. The catalyst is CO. The product is [ClH:27].[ClH:27].[NH2:20][C@@H:10]([C:11]1[C:12]([O:18][CH3:19])=[N:13][CH:14]=[C:15]([F:17])[CH:16]=1)[CH2:9][OH:8]. The yield is 1.00.